From a dataset of Reaction yield outcomes from USPTO patents with 853,638 reactions. Predict the reaction yield, written as a fraction of the theoretical maximum amount of product (1.0 means a 100% yield; for example, 0.34 means a 34% yield). (1) The reactants are [Br:1][C:2]1[CH:31]=[CH:30][C:5]2[N:6](S(=O)(=O)N(C)C)[C:7]([C:9]3([C:22]#[N:23])[CH2:14][CH2:13][N:12](C(OC(C)(C)C)=O)[CH2:11][CH2:10]3)=[N:8][C:4]=2[CH:3]=1.BrC1C=CC2N=C(C3(C#N)CCN(C(OC(C)(C)C)=O)CC3)N(S(=O)(=O)N(C)C)C=2C=1.Cl. The catalyst is O1CCOCC1. The product is [Br:1][C:2]1[CH:31]=[CH:30][C:5]2[NH:6][C:7]([C:9]3([C:22]#[N:23])[CH2:14][CH2:13][NH:12][CH2:11][CH2:10]3)=[N:8][C:4]=2[CH:3]=1. The yield is 0.581. (2) The reactants are [F:1][C:2]([F:40])([F:39])[CH:3]([CH:28](C(OCC)=O)[C:29]([O:31]CC)=[O:30])[NH:4][C:5]1[CH:10]=[CH:9][C:8]([O:11][C:12]2[CH:17]=[CH:16][N:15]=[C:14]3[CH:18]=[C:19]([C:21]4[N:22]=[CH:23][N:24]([CH3:26])[CH:25]=4)[S:20][C:13]=23)=[C:7]([F:27])[CH:6]=1.[OH-].[Na+]. The catalyst is O.C(O)C. The product is [F:40][C:2]([F:1])([F:39])[CH:3]([NH:4][C:5]1[CH:10]=[CH:9][C:8]([O:11][C:12]2[CH:17]=[CH:16][N:15]=[C:14]3[CH:18]=[C:19]([C:21]4[N:22]=[CH:23][N:24]([CH3:26])[CH:25]=4)[S:20][C:13]=23)=[C:7]([F:27])[CH:6]=1)[CH2:28][C:29]([OH:31])=[O:30]. The yield is 0.370. (3) The product is [Br:22][C:23]1[C:27]([CH3:29])([CH3:28])[O:26]/[C:25](=[C:5]2/[C:6](=[O:11])[NH:7][C:8]3[C:4]/2=[CH:3][C:2]([F:1])=[CH:10][CH:9]=3)/[CH:24]=1. The reactants are [F:1][C:2]1[CH:3]=[C:4]2[C:8](=[CH:9][CH:10]=1)[NH:7][C:6](=[O:11])[CH2:5]2.[Li+].C[Si]([N-][Si](C)(C)C)(C)C.[Br:22][C:23]1[C:27]([CH3:29])([CH3:28])[O:26][C:25](=O)[CH:24]=1.Cl. The yield is 0.800. The catalyst is C1COCC1.O. (4) The reactants are [O:1]=[C:2]1[C:7]2[NH:8][C:9]3[CH:10]=[CH:11][CH:12]=[CH:13][C:14]=3[C:6]=2[N:5]=[C:4]([S:15][CH2:16][C:17]([OH:19])=O)[N:3]1[C:20]1[CH:25]=[CH:24][CH:23]=[CH:22][CH:21]=1.[NH2:26][C:27]1[CH:36]=[CH:35][C:34]2[C:29](=[CH:30][CH:31]=[CH:32][CH:33]=2)[CH:28]=1.C(N(CC)CC)C.CN(C(ON1N=NC2C=CC=NC1=2)=[N+](C)C)C.F[P-](F)(F)(F)(F)F. No catalyst specified. The product is [CH:28]1[C:29]2[C:34](=[CH:33][CH:32]=[CH:31][CH:30]=2)[CH:35]=[CH:36][C:27]=1[NH:26][C:17](=[O:19])[CH2:16][S:15][C:4]1[N:3]([C:20]2[CH:25]=[CH:24][CH:23]=[CH:22][CH:21]=2)[C:2](=[O:1])[C:7]2[NH:8][C:9]3[CH:10]=[CH:11][CH:12]=[CH:13][C:14]=3[C:6]=2[N:5]=1. The yield is 0.610. (5) The reactants are COC1C=CC(C[NH:8][C:9]2[C:14]([C:15]3[N:16]=[C:17]4[N:21]([CH:22]=3)[C:20]([CH2:23][N:24]3[CH2:29][CH2:28][O:27][CH2:26][CH2:25]3)=[CH:19][S:18]4)=[CH:13][CH:12]=[CH:11][N:10]=2)=CC=1.C([SiH](CC)CC)C.FC(F)(F)C(O)=O. The catalyst is C(Cl)Cl. The product is [N:24]1([CH2:23][C:20]2[N:21]3[CH:22]=[C:15]([C:14]4[C:9]([NH2:8])=[N:10][CH:11]=[CH:12][CH:13]=4)[N:16]=[C:17]3[S:18][CH:19]=2)[CH2:25][CH2:26][O:27][CH2:28][CH2:29]1. The yield is 1.00. (6) The reactants are CO[C:3](=[O:20])[C:4]1[CH:9]=[C:8]([CH:10]2[CH2:14][CH2:13][CH2:12][O:11]2)[C:7]([C:15]([F:18])([F:17])[F:16])=[CH:6][C:5]=1[NH2:19].CC[N:23]([CH2:26]C)CC.[CH3:28][S:29]([NH:32]N)(=[O:31])=[O:30].[OH-:34].[Na+].Cl. The catalyst is C1COCC1. The product is [O:34]=[C:26]1[N:23]([NH:32][S:29]([CH3:28])(=[O:31])=[O:30])[C:3](=[O:20])[C:4]2[C:5](=[CH:6][C:7]([C:15]([F:16])([F:17])[F:18])=[C:8]([CH:10]3[CH2:14][CH2:13][CH2:12][O:11]3)[CH:9]=2)[NH:19]1. The yield is 0.870. (7) The reactants are [CH2:1]([N:8]([CH2:45][C:46]1[CH:51]=[CH:50][CH:49]=[CH:48][CH:47]=1)[CH:9]1[CH2:13][CH:12]([C:14](=[O:43])[CH2:15][N:16]([C:24]2[N:25]=[C:26]3[CH:32]=[CH:31][N:30]([S:33]([C:36]4[CH:42]=[CH:41][C:39]([CH3:40])=[CH:38][CH:37]=4)(=[O:35])=[O:34])[C:27]3=[N:28][CH:29]=2)C(=O)OC(C)(C)C)[CH:11]([CH3:44])[CH2:10]1)[C:2]1[CH:7]=[CH:6][CH:5]=[CH:4][CH:3]=1. The catalyst is Cl. The product is [CH2:45]([N:8]([CH2:1][C:2]1[CH:3]=[CH:4][CH:5]=[CH:6][CH:7]=1)[CH:9]1[CH2:13][CH:12]([C:14](=[O:43])[CH2:15][NH:16][C:24]2[N:25]=[C:26]3[CH:32]=[CH:31][N:30]([S:33]([C:36]4[CH:37]=[CH:38][C:39]([CH3:40])=[CH:41][CH:42]=4)(=[O:35])=[O:34])[C:27]3=[N:28][CH:29]=2)[CH:11]([CH3:44])[CH2:10]1)[C:46]1[CH:51]=[CH:50][CH:49]=[CH:48][CH:47]=1. The yield is 0.980.